Dataset: Full USPTO retrosynthesis dataset with 1.9M reactions from patents (1976-2016). Task: Predict the reactants needed to synthesize the given product. The reactants are: [NH2:1][C:2]1[C:3]([CH3:18])=[CH:4][C:5]([O:8][CH:9]([C:14]([F:17])([F:16])[F:15])[C:10]([F:13])([F:12])[F:11])=[N:6][CH:7]=1.CN(C)C=O.[Cl:24]N1C(=O)CCC1=O. Given the product [NH2:1][C:2]1[C:7]([Cl:24])=[N:6][C:5]([O:8][CH:9]([C:10]([F:11])([F:12])[F:13])[C:14]([F:17])([F:15])[F:16])=[CH:4][C:3]=1[CH3:18], predict the reactants needed to synthesize it.